Dataset: Full USPTO retrosynthesis dataset with 1.9M reactions from patents (1976-2016). Task: Predict the reactants needed to synthesize the given product. (1) Given the product [CH2:3]([O:10][C:11]1[CH:12]=[CH:13][C:14]([C:17]2[N:21]([C:22]3[CH:23]=[N:24][C:25]([O:28][CH3:29])=[CH:26][CH:27]=3)[N:20]=[C:19]([C:30]([OH:32])=[O:31])[CH:18]=2)=[N:15][CH:16]=1)[C:4]1[CH:5]=[CH:6][CH:7]=[CH:8][CH:9]=1, predict the reactants needed to synthesize it. The reactants are: [OH-].[Na+].[CH2:3]([O:10][C:11]1[CH:12]=[CH:13][C:14]([C:17]2[N:21]([C:22]3[CH:23]=[N:24][C:25]([O:28][CH3:29])=[CH:26][CH:27]=3)[N:20]=[C:19]([C:30]([O:32]CC)=[O:31])[CH:18]=2)=[N:15][CH:16]=1)[C:4]1[CH:9]=[CH:8][CH:7]=[CH:6][CH:5]=1. (2) The reactants are: BrCCC[CH2:5][N:6]1[C:10](=O)[C:9]2=[CH:12][CH:13]=[CH:14][CH:15]=[C:8]2[C:7]1=O.[NH:17]1CCCCC1.[I-].[Na+].C(=O)([O-])[O-].[K+].[K+]. Given the product [N:6]1([CH2:7][CH2:8][CH2:15][CH2:14][NH2:17])[CH2:5][CH2:13][CH2:12][CH2:9][CH2:10]1, predict the reactants needed to synthesize it.